From a dataset of Full USPTO retrosynthesis dataset with 1.9M reactions from patents (1976-2016). Predict the reactants needed to synthesize the given product. (1) Given the product [CH:1]1([NH:4][C:5](=[O:23])[C:6]2[CH:11]=[C:10]([C:12]3[CH:13]=[C:14]4[C:18](=[CH:19][CH:20]=3)[N:17]([CH2:27][C:28]3[CH:29]=[CH:30][C:31]([C:34]([F:35])([F:36])[F:37])=[CH:32][CH:33]=3)[N:16]=[CH:15]4)[C:9]([CH3:21])=[C:8]([F:22])[CH:7]=2)[CH2:2][CH2:3]1, predict the reactants needed to synthesize it. The reactants are: [CH:1]1([NH:4][C:5](=[O:23])[C:6]2[CH:11]=[C:10]([C:12]3[CH:13]=[C:14]4[C:18](=[CH:19][CH:20]=3)[NH:17][N:16]=[CH:15]4)[C:9]([CH3:21])=[C:8]([F:22])[CH:7]=2)[CH2:3][CH2:2]1.[H-].[Na+].Br[CH2:27][C:28]1[CH:33]=[CH:32][C:31]([C:34]([F:37])([F:36])[F:35])=[CH:30][CH:29]=1. (2) Given the product [CH3:12][C:13]1([CH3:14])[C:15]([CH3:18])([CH3:16])[O:11][B:9]([C:6]2[CH:5]=[CH:4][C:3]([CH:1]=[O:2])=[CH:8][CH:7]=2)[O:10]1, predict the reactants needed to synthesize it. The reactants are: [CH:1]([C:3]1[CH:8]=[CH:7][C:6]([B:9]([OH:11])[OH:10])=[CH:5][CH:4]=1)=[O:2].[CH3:12][C:13](O)([C:15]([CH3:18])(O)[CH3:16])[CH3:14]. (3) Given the product [CH3:37][N:38]1[CH:42]=[C:41]([C:2]2[N:10]=[CH:9][C:8]3[N:7]([CH2:11][O:12][CH2:13][CH2:14][Si:15]([CH3:17])([CH3:18])[CH3:16])[C:6]4[N:19]=[CH:20][CH:21]=[C:22]([O:23][C@@H:24]5[CH2:29][CH2:28][CH2:27][N:26]([C:30]([O:32][C:33]([CH3:35])([CH3:36])[CH3:34])=[O:31])[CH2:25]5)[C:5]=4[C:4]=3[CH:3]=2)[CH:40]=[N:39]1, predict the reactants needed to synthesize it. The reactants are: Br[C:2]1[N:10]=[CH:9][C:8]2[N:7]([CH2:11][O:12][CH2:13][CH2:14][Si:15]([CH3:18])([CH3:17])[CH3:16])[C:6]3[N:19]=[CH:20][CH:21]=[C:22]([O:23][C@@H:24]4[CH2:29][CH2:28][CH2:27][N:26]([C:30]([O:32][C:33]([CH3:36])([CH3:35])[CH3:34])=[O:31])[CH2:25]4)[C:5]=3[C:4]=2[CH:3]=1.[CH3:37][N:38]1[CH:42]=[C:41](B2OC(C)(C)C(C)(C)O2)[CH:40]=[N:39]1.C(=O)([O-])[O-].[Na+].[Na+]. (4) Given the product [CH2:4]([O:3][C:1](=[O:2])[NH:11][C@H:12]([CH:13]([CH3:14])[CH3:15])[C:16]([NH:26][CH2:27][CH:28]([O:32][CH3:33])[O:30][CH3:31])=[O:18])[C:5]1[CH:6]=[CH:7][CH:8]=[CH:9][CH:10]=1, predict the reactants needed to synthesize it. The reactants are: [C:1]([NH:11][C@@H:12]([C:16]([OH:18])=O)[CH:13]([CH3:15])[CH3:14])([O:3][CH2:4][C:5]1[CH:10]=[CH:9][CH:8]=[CH:7][CH:6]=1)=[O:2].CN1CCOCC1.[NH2:26][CH2:27][C:28]([O:32][CH3:33])([O:30][CH3:31])C. (5) Given the product [Cl:1][C:2]1[CH:7]=[CH:6][C:5]([CH:8]([C:26]2[CH:27]=[CH:28][C:29]([Cl:32])=[CH:30][CH:31]=2)[C:9]2[CH:10]=[C:11]3[C:16](=[CH:17][CH:18]=2)[N:15]=[N:14][CH:13]=[C:12]3[NH:19][CH:20]2[CH2:21][CH2:22][N:23]([S:41]([C:44]3[S:48][CH:47]=[C:46]([C:49]([O:51][CH3:52])=[O:50])[CH:45]=3)(=[O:42])=[O:43])[CH2:24][CH2:25]2)=[CH:4][CH:3]=1, predict the reactants needed to synthesize it. The reactants are: [Cl:1][C:2]1[CH:7]=[CH:6][C:5]([CH:8]([C:26]2[CH:31]=[CH:30][C:29]([Cl:32])=[CH:28][CH:27]=2)[C:9]2[CH:10]=[C:11]3[C:16](=[CH:17][CH:18]=2)[N:15]=[N:14][CH:13]=[C:12]3[NH:19][CH:20]2[CH2:25][CH2:24][NH:23][CH2:22][CH2:21]2)=[CH:4][CH:3]=1.C(N(CC)CC)C.Cl[S:41]([C:44]1[S:48][CH:47]=[C:46]([C:49]([O:51][CH3:52])=[O:50])[CH:45]=1)(=[O:43])=[O:42].